From a dataset of Full USPTO retrosynthesis dataset with 1.9M reactions from patents (1976-2016). Predict the reactants needed to synthesize the given product. (1) The reactants are: CC1[CH2:6][CH2:5][C:4](=[O:7])[CH:3]=1.[CH2:8]([Mg]Cl)[CH3:9].[CH2:12]1COC[CH2:13]1. Given the product [CH2:12]([C:8]1([CH3:9])[CH2:6][CH2:5][C:4](=[O:7])[CH2:3]1)[CH3:13], predict the reactants needed to synthesize it. (2) Given the product [Br:1][C:2]1[N:3]=[C:4]([N:9]2[CH2:15][CH:14]([OH:16])[CH2:13][NH:12][CH2:11][CH2:10]2)[CH:5]=[CH:6][CH:7]=1, predict the reactants needed to synthesize it. The reactants are: [Br:1][C:2]1[CH:7]=[CH:6][CH:5]=[C:4](F)[N:3]=1.[NH:9]1[CH2:15][CH:14]([OH:16])[CH2:13][NH:12][CH2:11][CH2:10]1.CCN(C(C)C)C(C)C. (3) The reactants are: [Cl:1][C:2]1[CH:3]=[N:4][C:5]2[N:6]([N:8]=[C:9]([C:11]([OH:13])=O)[CH:10]=2)[CH:7]=1.[CH3:14][CH:15]1[NH:20][CH2:19][CH2:18][N:17]2[C:21]([C:24]3[CH:29]=[CH:28][N:27]=[CH:26][CH:25]=3)=[CH:22][CH:23]=[C:16]12. Given the product [Cl:1][C:2]1[CH:3]=[N:4][C:5]2[N:6]([N:8]=[C:9]([C:11]([N:20]3[CH2:19][CH2:18][N:17]4[C:21]([C:24]5[CH:29]=[CH:28][N:27]=[CH:26][CH:25]=5)=[CH:22][CH:23]=[C:16]4[CH:15]3[CH3:14])=[O:13])[CH:10]=2)[CH:7]=1, predict the reactants needed to synthesize it. (4) Given the product [Cl:1][C:2]1[N:7]2[N:8]=[C:9]([C:23]3[CH:28]=[CH:27][C:26]([F:29])=[CH:25][CH:24]=3)[C:10]([C:11]3[CH:16]=[CH:15][N:14]=[C:13]([NH:17][CH:18]4[CH2:22][CH2:21][CH2:20][CH2:19]4)[N:12]=3)=[C:6]2[CH:5]=[CH:4][C:3]=1[C:30]([O:31][CH2:32][CH3:33])=[O:34], predict the reactants needed to synthesize it. The reactants are: [Cl:1][C:2]1[N:7]2[N:8]=[C:9]([C:23]3[CH:28]=[CH:27][C:26]([F:29])=[CH:25][CH:24]=3)[C:10]([C:11]3[CH:16]=[CH:15][N:14]=[C:13]([NH:17][CH:18]4[CH2:22][CH2:21][CH2:20][CH2:19]4)[N:12]=3)=[C:6]2[CH:5]=[CH:4][C:3]=1[C:30](OCC)([O:34]CC)[O:31][CH2:32][CH3:33].O.C1(C)C=CC(S(O)(=O)=O)=CC=1. (5) Given the product [Cl:1][C:2]1[CH:8]=[C:7]([N:10]2[CH:14]=[N:13][CH:12]=[N:11]2)[CH:6]=[CH:5][C:3]=1[NH2:4], predict the reactants needed to synthesize it. The reactants are: [Cl:1][C:2]1[CH:8]=[C:7](I)[CH:6]=[CH:5][C:3]=1[NH2:4].[NH:10]1[CH:14]=[N:13][CH:12]=[N:11]1. (6) Given the product [NH2:1][C:2]1[C:11]([C:12]([C:17]2[CH:18]=[CH:19][C:14]([CH3:22])=[CH:15][CH:16]=2)=[O:24])=[CH:10][C:9]2[CH2:8][CH2:7][CH2:6][CH2:5][C:4]=2[N:3]=1, predict the reactants needed to synthesize it. The reactants are: [NH2:1][C:2]1[C:11]([C:12]#N)=[CH:10][C:9]2[CH2:8][CH2:7][CH2:6][CH2:5][C:4]=2[N:3]=1.[C:14]1([CH3:22])[CH:19]=[CH:18][C:17]([Mg]Br)=[CH:16][CH:15]=1.Cl.[OH-:24].[Na+]. (7) Given the product [CH:1]1([C@H:34]2[C@H:33]([CH3:18])[C@@H:32]([NH:35][C:36](=[O:45])[O:37][CH2:38][C:39]3[CH:40]=[CH:41][CH:42]=[CH:43][CH:44]=3)[C:12]3[C:11](=[CH:10][CH:9]=[C:8]([O:7][CH3:6])[N:13]=3)[NH:14]2)[CH2:4][CH2:2]1, predict the reactants needed to synthesize it. The reactants are: [CH:1]1([CH:4]=O)C[CH2:2]1.[CH3:6][O:7][C:8]1[N:13]=[CH:12][C:11]([NH2:14])=[CH:10][CH:9]=1.P(O)(OC1C=CC=CC=1)(O[C:18]1C=CC=CC=1)=O.[CH:32](/[NH:35][C:36](=[O:45])[O:37][CH2:38][C:39]1[CH:44]=[CH:43][CH:42]=[CH:41][CH:40]=1)=[CH:33]\[CH3:34].